Dataset: Cav3 T-type calcium channel HTS with 100,875 compounds. Task: Binary Classification. Given a drug SMILES string, predict its activity (active/inactive) in a high-throughput screening assay against a specified biological target. (1) The molecule is s1c(c2nn(cc2C(=O)N(Cc2ccccc2)CCO)c2ccccc2)ccc1. The result is 0 (inactive). (2) The drug is s1c2nc[nH]c(=O)c2cc1C. The result is 0 (inactive).